Dataset: Peptide-MHC class II binding affinity with 134,281 pairs from IEDB. Task: Regression. Given a peptide amino acid sequence and an MHC pseudo amino acid sequence, predict their binding affinity value. This is MHC class II binding data. (1) The peptide sequence is VADDLTAAINKGILV. The MHC is DRB3_0301 with pseudo-sequence DRB3_0301. The binding affinity (normalized) is 0.936. (2) The peptide sequence is AVTFVNAPALAAERG. The MHC is HLA-DQA10501-DQB10301 with pseudo-sequence HLA-DQA10501-DQB10301. The binding affinity (normalized) is 0.639. (3) The peptide sequence is SSVDRYRNRVLLL. The MHC is DRB1_0401 with pseudo-sequence DRB1_0401. The binding affinity (normalized) is 0.0550. (4) The peptide sequence is TDDNEEPIAPYHFDL. The MHC is DRB5_0101 with pseudo-sequence DRB5_0101. The binding affinity (normalized) is 0.303. (5) The peptide sequence is RSWVTAGEIHAVPFG. The MHC is HLA-DQA10102-DQB10501 with pseudo-sequence HLA-DQA10102-DQB10501. The binding affinity (normalized) is 0.449.